Dataset: Full USPTO retrosynthesis dataset with 1.9M reactions from patents (1976-2016). Task: Predict the reactants needed to synthesize the given product. (1) Given the product [Br:29][C:15]1[C:16]2[C:21]([C:8]([C:5]3[CH:6]=[CH:7][C:2]([Br:1])=[CH:3][CH:4]=3)=[C:9]3[C:14]=1[CH:13]=[CH:12][CH:11]=[CH:10]3)=[CH:20][CH:19]=[CH:18][CH:17]=2, predict the reactants needed to synthesize it. The reactants are: [Br:1][C:2]1[CH:7]=[CH:6][C:5]([C:8]2[C:9]3[C:14]([CH:15]=[C:16]4[C:21]=2[CH:20]=[CH:19][CH:18]=[CH:17]4)=[CH:13][CH:12]=[CH:11][CH:10]=3)=[CH:4][CH:3]=1.C1C(=O)N([Br:29])C(=O)C1. (2) Given the product [CH:10]1[C:11]2[C:12](=[CH:14][C:15]([NH:17][CH2:18][CH2:19][CH2:20][CH2:21][CH2:22][C:23]([NH:63][C:60]3[CH:61]=[CH:62][C:57]([O:56][CH3:55])=[CH:58][C:59]=3[NH2:64])=[O:24])=[O:16])[C:13]3[C:5](=[CH:4][CH:3]=[CH:2][CH:1]=3)[C:6]=2[CH:7]=[CH:8][CH:9]=1, predict the reactants needed to synthesize it. The reactants are: [CH:1]1[C:13]2[C:12](=[CH:14][C:15]([NH:17][CH2:18][CH2:19][CH2:20][CH2:21][CH2:22][C:23](O)=[O:24])=[O:16])[C:11]3[C:6](=[CH:7][CH:8]=[CH:9][CH:10]=3)[C:5]=2[CH:4]=[CH:3][CH:2]=1.Cl.C(N=C=NCCCN(C)C)C.OC1C2N=NNC=2C=CC=1.C(N(CC)CC)C.[CH3:55][O:56][C:57]1[CH:62]=[CH:61][C:60]([NH2:63])=[C:59]([NH2:64])[CH:58]=1.